The task is: Predict which catalyst facilitates the given reaction.. This data is from Catalyst prediction with 721,799 reactions and 888 catalyst types from USPTO. (1) Reactant: O[C:2]1[CH:30]=[CH:29][C:5]([CH2:6][C@H:7]2[C@H:15]3[C@@H:11]([N:12]([CH2:17][C:18]4[CH:23]=[CH:22][CH:21]=[C:20]([CH:24]([CH3:26])[CH3:25])[CH:19]=4)[C:13](=[O:16])[O:14]3)[CH2:10][S:9](=[O:28])(=[O:27])[CH2:8]2)=[CH:4][CH:3]=1.N1C(C)=CC=CC=1C.[F:39][C:40]([F:53])([F:52])[S:41](O[S:41]([C:40]([F:53])([F:52])[F:39])(=[O:43])=[O:42])(=[O:43])=[O:42].Cl. Product: [CH:24]([C:20]1[CH:19]=[C:18]([CH:23]=[CH:22][CH:21]=1)[CH2:17][N:12]1[C@@H:11]2[C@H:15]([C@H:7]([CH2:6][C:5]3[CH:29]=[CH:30][C:2]([S:41]([C:40]([F:53])([F:52])[F:39])(=[O:43])=[O:42])=[CH:3][CH:4]=3)[CH2:8][S:9](=[O:27])(=[O:28])[CH2:10]2)[O:14][C:13]1=[O:16])([CH3:25])[CH3:26]. The catalyst class is: 2. (2) Reactant: [Cl:1][C:2]1[CH:7]=[CH:6][C:5](I)=[CH:4][CH:3]=1.C(N(CC)CC)C.[CH2:16]([CH:19]1[CH2:24][CH2:23][N:22]([C:25]([O:27][C:28]([CH3:31])([CH3:30])[CH3:29])=[O:26])[CH2:21][CH2:20]1)[C:17]#[CH:18].O. Product: [Cl:1][C:2]1[CH:7]=[CH:6][C:5]([C:18]#[C:17][CH2:16][CH:19]2[CH2:24][CH2:23][N:22]([C:25]([O:27][C:28]([CH3:31])([CH3:30])[CH3:29])=[O:26])[CH2:21][CH2:20]2)=[CH:4][CH:3]=1. The catalyst class is: 54.